Dataset: Full USPTO retrosynthesis dataset with 1.9M reactions from patents (1976-2016). Task: Predict the reactants needed to synthesize the given product. (1) The reactants are: [O:1]=[C:2]1[N:7]([CH2:8][CH2:9][CH:10]2[CH2:15][CH2:14][O:13][CH2:12][CH2:11]2)[C:6]2[N:16]=[C:17]([C:20]3[CH:25]=[CH:24][N:23]=[C:22]4[N:26](C(OC(C)(C)C)=O)[CH:27]=[CH:28][C:21]=34)[CH:18]=[N:19][C:5]=2[NH:4][CH2:3]1. Given the product [NH:26]1[C:22]2=[N:23][CH:24]=[CH:25][C:20]([C:17]3[N:16]=[C:6]4[N:7]([CH2:8][CH2:9][CH:10]5[CH2:15][CH2:14][O:13][CH2:12][CH2:11]5)[C:2](=[O:1])[CH2:3][NH:4][C:5]4=[N:19][CH:18]=3)=[C:21]2[CH:28]=[CH:27]1, predict the reactants needed to synthesize it. (2) Given the product [OH:7][CH2:6][CH:3]1[CH2:4][CH2:5][N:1]([C:8]([O:9][C:10]([CH3:13])([CH3:12])[CH3:11])=[O:14])[CH2:2]1, predict the reactants needed to synthesize it. The reactants are: [NH:1]1[CH2:5][CH2:4][CH:3]([CH2:6][OH:7])[CH2:2]1.[C:8](=O)([O:14]C(C)(C)C)[O:9][C:10]([CH3:13])([CH3:12])[CH3:11].C(=O)=O. (3) Given the product [Br:8][C:5]1[CH:6]=[CH:7][C:2]([C:12]([C:14]2[C:19]([OH:20])=[CH:18][CH:17]=[CH:16][N:15]=2)=[O:22])=[CH:3][CH:4]=1, predict the reactants needed to synthesize it. The reactants are: Br[C:2]1[CH:7]=[CH:6][C:5]([Br:8])=[CH:4][CH:3]=1.II.[Mg].[C:12]([C:14]1[C:19]([OH:20])=[CH:18][CH:17]=[CH:16][N:15]=1)#N.S(=O)(=O)(O)[OH:22].[OH-].[Na+]. (4) Given the product [Cl:2][C:3]1[C:4]([NH:13][C:14](=[O:26])[CH2:15][C:16]2[CH:21]=[CH:20][C:19]([C:22]([F:25])([F:24])[F:23])=[CH:18][CH:17]=2)=[C:5]2[C:10](=[CH:11][CH:12]=1)[CH2:9][N:8]([S:34]([C:29]1[CH:30]=[CH:31][CH:32]=[CH:33][C:28]=1[Cl:27])(=[O:36])=[O:35])[CH2:7][CH2:6]2, predict the reactants needed to synthesize it. The reactants are: Cl.[Cl:2][C:3]1[C:4]([NH:13][C:14](=[O:26])[CH2:15][C:16]2[CH:21]=[CH:20][C:19]([C:22]([F:25])([F:24])[F:23])=[CH:18][CH:17]=2)=[C:5]2[C:10](=[CH:11][CH:12]=1)[CH2:9][NH:8][CH2:7][CH2:6]2.[Cl:27][C:28]1[CH:33]=[CH:32][CH:31]=[CH:30][C:29]=1[S:34](Cl)(=[O:36])=[O:35].C(Cl)(Cl)Cl.N1C=CC=CC=1.CN(C)CCN. (5) Given the product [CH3:41][N:42]([C@H:43]1[C:52]2[C:47](=[CH:48][CH:49]=[CH:50][CH:51]=2)[CH2:46][CH2:45][CH2:44]1)[C:1]([C:4]1[N:5]=[C:6]([CH:9]2[CH2:14][CH2:13][N:12]([C:15]([O:17][C:18]([CH3:21])([CH3:20])[CH3:19])=[O:16])[CH2:11][CH2:10]2)[S:7][CH:8]=1)=[O:3], predict the reactants needed to synthesize it. The reactants are: [C:1]([C:4]1[N:5]=[C:6]([CH:9]2[CH2:14][CH2:13][N:12]([C:15]([O:17][C:18]([CH3:21])([CH3:20])[CH3:19])=[O:16])[CH2:11][CH2:10]2)[S:7][CH:8]=1)([OH:3])=O.Cl.CN(C)CCCN=C=NCC.C(N(CC)CC)C.[CH3:41][NH:42][C@H:43]1[C:52]2[C:47](=[CH:48][CH:49]=[CH:50][CH:51]=2)[CH2:46][CH2:45][CH2:44]1. (6) Given the product [CH:1]1([CH2:4][O:5][C:6]2[N:11]=[C:10]([C:12]([N:26]3[CH2:27][C@H:23]([F:22])[CH2:24][C@H:25]3[C:28]([NH2:30])=[O:29])=[O:14])[CH:9]=[CH:8][C:7]=2[N:15]2[CH2:18][C:17]([F:20])([F:19])[CH2:16]2)[CH2:2][CH2:3]1, predict the reactants needed to synthesize it. The reactants are: [CH:1]1([CH2:4][O:5][C:6]2[N:11]=[C:10]([C:12]([OH:14])=O)[CH:9]=[CH:8][C:7]=2[N:15]2[CH2:18][C:17]([F:20])([F:19])[CH2:16]2)[CH2:3][CH2:2]1.Cl.[F:22][C@H:23]1[CH2:27][NH:26][C@H:25]([C:28]([NH2:30])=[O:29])[CH2:24]1.